This data is from Catalyst prediction with 721,799 reactions and 888 catalyst types from USPTO. The task is: Predict which catalyst facilitates the given reaction. Reactant: [F:1][C:2]1[CH:11]=[C:10]2[C:5]([C:6]([OH:13])=[CH:7][C:8](=[O:12])[S:9]2)=[CH:4][CH:3]=1.C(N(CC)CC)C.[CH2:21]([O:23][C:24](=[O:29])[CH2:25][N:26]=[C:27]=[O:28])[CH3:22].Cl. Product: [CH2:21]([O:23][C:24](=[O:29])[CH2:25][NH:26][C:27]([C:7]1[C:8](=[O:12])[S:9][C:10]2[C:5]([C:6]=1[OH:13])=[CH:4][CH:3]=[C:2]([F:1])[CH:11]=2)=[O:28])[CH3:22]. The catalyst class is: 4.